Dataset: Full USPTO retrosynthesis dataset with 1.9M reactions from patents (1976-2016). Task: Predict the reactants needed to synthesize the given product. (1) Given the product [CH3:24][C:23]1[C:4]([CH3:3])=[CH:5][C:6]2[NH:10][C:9]([C:11]3[C:19]4[C:14](=[CH:15][CH:16]=[C:26]([C:25]([OH:28])=[O:27])[CH:18]=4)[NH:13][N:12]=3)=[N:8][C:7]=2[CH:22]=1, predict the reactants needed to synthesize it. The reactants are: Cl.Cl.[CH3:3][C:4]1[C:23]([CH3:24])=[CH:22][C:7]2[NH:8][C:9]([C:11]3[C:19]4[C:14](=[CH:15][CH:16]=C(C#N)[CH:18]=4)[NH:13][N:12]=3)=[N:10][C:6]=2[CH:5]=1.[C:25]([OH:28])(=[O:27])[CH3:26]. (2) Given the product [Cl:12][C:9]1[S:8][C:7]([C:5]([NH:4][CH2:3][C@@H:2]2[O:1][C:30](=[O:34])[N:14]([C:15]3[CH:16]=[CH:17][C:18]([N:21]4[CH2:26][CH2:25][O:24][CH2:23][C:22]4=[O:27])=[CH:19][CH:20]=3)[CH2:13]2)=[O:6])=[CH:11][CH:10]=1, predict the reactants needed to synthesize it. The reactants are: [OH:1][C@H:2]([CH2:13][NH:14][C:15]1[CH:20]=[CH:19][C:18]([N:21]2[CH2:26][CH2:25][O:24][CH2:23][C:22]2=[O:27])=[CH:17][CH:16]=1)[CH2:3][NH:4][C:5]([C:7]1[S:8][C:9]([Cl:12])=[CH:10][CH:11]=1)=[O:6].CN1CCC[C:30]1=[O:34].C1N=CN(C(N2C=NC=C2)=O)C=1. (3) Given the product [N:22]1[CH:23]=[CH:24][CH:25]=[CH:26][C:21]=1[CH2:20][N:15]1[CH:16]=[C:12]([C:11]#[C:10][C:8]2[CH:7]=[CH:6][N:5]=[C:4]([CH3:3])[CH:9]=2)[N:13]=[C:14]1[CH3:17], predict the reactants needed to synthesize it. The reactants are: [H-].[Na+].[CH3:3][C:4]1[CH:9]=[C:8]([C:10]#[C:11][C:12]2[N:13]=[C:14]([CH3:17])[NH:15][CH:16]=2)[CH:7]=[CH:6][N:5]=1.Br.Br[CH2:20][C:21]1[CH:26]=[CH:25][CH:24]=[CH:23][N:22]=1.O. (4) The reactants are: [Si:1](Cl)([C:14]([CH3:17])([CH3:16])[CH3:15])([C:8]1[CH:13]=[CH:12][CH:11]=[CH:10][CH:9]=1)[C:2]1[CH:7]=[CH:6][CH:5]=[CH:4][CH:3]=1.N1C=CN=C1.CN(C)C=O.[CH2:29]([O:36][C:37]([N:39]1[CH2:43][C@H:42]([OH:44])[CH2:41][C@@H:40]1[C:45]([OH:47])=[O:46])=[O:38])[C:30]1[CH:35]=[CH:34][CH:33]=[CH:32][CH:31]=1. Given the product [CH2:29]([O:36][C:37]([N:39]1[CH2:43][C@H:42]([O:44][Si:1]([C:14]([CH3:17])([CH3:16])[CH3:15])([C:8]2[CH:13]=[CH:12][CH:11]=[CH:10][CH:9]=2)[C:2]2[CH:7]=[CH:6][CH:5]=[CH:4][CH:3]=2)[CH2:41][C@@H:40]1[C:45]([OH:47])=[O:46])=[O:38])[C:30]1[CH:35]=[CH:34][CH:33]=[CH:32][CH:31]=1, predict the reactants needed to synthesize it. (5) The reactants are: [CH3:1][N:2]1[CH2:6][CH2:5][CH2:4][C@H:3]1[C:7]1[N:11]2[CH:12]=[C:13]([O:16][C@H:17]3[C:26]4[C:21](=[CH:22][CH:23]=[CH:24][CH:25]=4)[C@@H:20]([NH2:27])[CH2:19][CH2:18]3)[CH:14]=[CH:15][C:10]2=[N:9][N:8]=1.ClC(Cl)(Cl)C[O:31][C:32](=O)[NH:33][C:34]1[N:35]([C:43]2[CH:48]=[CH:47][C:46]([CH3:49])=[CH:45][CH:44]=2)[N:36]=[C:37]([C:39]([CH3:42])([CH3:41])[CH3:40])[CH:38]=1. Given the product [C:39]([C:37]1[CH:38]=[C:34]([NH:33][C:32]([NH:27][C@@H:20]2[C:21]3[C:26](=[CH:25][CH:24]=[CH:23][CH:22]=3)[C@H:17]([O:16][C:13]3[CH:14]=[CH:15][C:10]4[N:11]([C:7]([C@@H:3]5[CH2:4][CH2:5][CH2:6][N:2]5[CH3:1])=[N:8][N:9]=4)[CH:12]=3)[CH2:18][CH2:19]2)=[O:31])[N:35]([C:43]2[CH:48]=[CH:47][C:46]([CH3:49])=[CH:45][CH:44]=2)[N:36]=1)([CH3:42])([CH3:40])[CH3:41], predict the reactants needed to synthesize it. (6) The reactants are: C[N:2](C)[CH:3]=[N:4][C:5]([C:7]1[C:12]([S:13][C:14]2[CH:19]=[CH:18][CH:17]=[CH:16][CH:15]=2)=[CH:11][C:10](=[O:20])[N:9]([C:21]2[CH:26]=[CH:25][CH:24]=[CH:23][CH:22]=2)[N:8]=1)=O.O=C1N(C2C=CC=CC=2)[N:33]=C(C(N)=O)C(SC2C=CC=CC=2)=C1.COC(OC)N(C)C. Given the product [C:21]1([N:9]2[C:10](=[O:20])[CH:11]=[C:12]([S:13][C:14]3[CH:15]=[CH:16][CH:17]=[CH:18][CH:19]=3)[C:7]([C:5]3[N:4]=[CH:3][NH:2][N:33]=3)=[N:8]2)[CH:26]=[CH:25][CH:24]=[CH:23][CH:22]=1, predict the reactants needed to synthesize it. (7) Given the product [OH:4][CH:1]1[O:5][CH2:13][CH2:12][N:11]([CH2:10][C:9]2[CH:15]=[CH:16][CH:17]=[CH:18][C:8]=2[C:7]([F:6])([F:19])[F:20])[C:2]1=[O:3], predict the reactants needed to synthesize it. The reactants are: [C:1]([OH:5])(=[O:4])[CH:2]=[O:3].[F:6][C:7]([F:20])([F:19])[C:8]1[CH:18]=[CH:17][CH:16]=[CH:15][C:9]=1[CH2:10][NH:11][CH2:12][CH2:13]O.O.